This data is from Forward reaction prediction with 1.9M reactions from USPTO patents (1976-2016). The task is: Predict the product of the given reaction. Given the reactants C([O:8][C:9]1[CH:18]=[C:17]2[C:12]([C:13]([O:19][C:20]3[CH:25]=[CH:24][C:23]([NH:26][C:27](=[O:39])[C:28]([NH:30][CH2:31][CH2:32][C:33]4[CH:38]=[CH:37][CH:36]=[CH:35][CH:34]=4)=[O:29])=[CH:22][C:21]=3[F:40])=[CH:14][CH:15]=[N:16]2)=[CH:11][C:10]=1[O:41][CH3:42])C1C=CC=CC=1, predict the reaction product. The product is: [F:40][C:21]1[CH:22]=[C:23]([NH:26][C:27](=[O:39])[C:28]([NH:30][CH2:31][CH2:32][C:33]2[CH:34]=[CH:35][CH:36]=[CH:37][CH:38]=2)=[O:29])[CH:24]=[CH:25][C:20]=1[O:19][C:13]1[C:12]2[C:17](=[CH:18][C:9]([OH:8])=[C:10]([O:41][CH3:42])[CH:11]=2)[N:16]=[CH:15][CH:14]=1.